From a dataset of NCI-60 drug combinations with 297,098 pairs across 59 cell lines. Regression. Given two drug SMILES strings and cell line genomic features, predict the synergy score measuring deviation from expected non-interaction effect. (1) Drug 1: C1=CN(C(=O)N=C1N)C2C(C(C(O2)CO)O)O.Cl. Drug 2: C1=NC2=C(N=C(N=C2N1C3C(C(C(O3)CO)O)F)Cl)N. Cell line: PC-3. Synergy scores: CSS=10.3, Synergy_ZIP=-3.69, Synergy_Bliss=-0.458, Synergy_Loewe=0.794, Synergy_HSA=1.64. (2) Drug 1: CC1OCC2C(O1)C(C(C(O2)OC3C4COC(=O)C4C(C5=CC6=C(C=C35)OCO6)C7=CC(=C(C(=C7)OC)O)OC)O)O. Drug 2: CC1C(C(CC(O1)OC2CC(CC3=C2C(=C4C(=C3O)C(=O)C5=CC=CC=C5C4=O)O)(C(=O)C)O)N)O. Cell line: HCT116. Synergy scores: CSS=39.1, Synergy_ZIP=-3.71, Synergy_Bliss=-3.70, Synergy_Loewe=-4.43, Synergy_HSA=1.96. (3) Drug 1: C1=CC(=C2C(=C1NCCNCCO)C(=O)C3=C(C=CC(=C3C2=O)O)O)NCCNCCO. Drug 2: CCC1(CC2CC(C3=C(CCN(C2)C1)C4=CC=CC=C4N3)(C5=C(C=C6C(=C5)C78CCN9C7C(C=CC9)(C(C(C8N6C=O)(C(=O)OC)O)OC(=O)C)CC)OC)C(=O)OC)O.OS(=O)(=O)O. Cell line: IGROV1. Synergy scores: CSS=52.5, Synergy_ZIP=0.604, Synergy_Bliss=2.33, Synergy_Loewe=6.39, Synergy_HSA=7.13.